The task is: Predict the reaction yield, written as a fraction of the theoretical maximum amount of product (1.0 means a 100% yield; for example, 0.34 means a 34% yield).. This data is from Reaction yield outcomes from USPTO patents with 853,638 reactions. (1) The reactants are [F:1][C:2]([F:42])([F:41])[C:3]1[CH:8]=[CH:7][C:6]([N:9]2[CH2:14][CH2:13][CH:12]([O:15][C:16]3[CH:21]=[CH:20][N:19]4[CH:22]=[C:23]([C:25]([NH:27][CH:28]5[CH2:33][CH2:32][N:31](C(OC(C)(C)C)=O)[CH2:30][CH2:29]5)=[O:26])[N:24]=[C:18]4[CH:17]=3)[CH2:11][CH2:10]2)=[CH:5][CH:4]=1.[ClH:43]. The catalyst is O1CCOCC1. The product is [ClH:43].[ClH:43].[NH:31]1[CH2:30][CH2:29][CH:28]([NH:27][C:25]([C:23]2[N:24]=[C:18]3[CH:17]=[C:16]([O:15][CH:12]4[CH2:13][CH2:14][N:9]([C:6]5[CH:7]=[CH:8][C:3]([C:2]([F:1])([F:41])[F:42])=[CH:4][CH:5]=5)[CH2:10][CH2:11]4)[CH:21]=[CH:20][N:19]3[CH:22]=2)=[O:26])[CH2:33][CH2:32]1. The yield is 0.980. (2) The reactants are [OH:1][C:2]1[CH:9]=[CH:8][C:5]([CH:6]=O)=[CH:4][CH:3]=1.[CH3:10][C@H:11]1[CH2:16][NH:15][C@H:14]([CH3:17])[CH2:13][N:12]1[C@H:18]([C:25]1[CH:37]=[CH:36][C:28]([C:29]([N:31]([CH2:34][CH3:35])[CH2:32][CH3:33])=[O:30])=[CH:27][CH:26]=1)[C:19]1[CH:24]=[CH:23][CH:22]=[CH:21][CH:20]=1.C(O[BH-](OC(=O)C)OC(=O)C)(=O)C.[Na+]. The catalyst is C(O)(=O)C.O1CCCC1. The product is [CH3:10][C@H:11]1[CH2:16][N:15]([CH2:6][C:5]2[CH:8]=[CH:9][C:2]([OH:1])=[CH:3][CH:4]=2)[C@H:14]([CH3:17])[CH2:13][N:12]1[C@H:18]([C:25]1[CH:26]=[CH:27][C:28]([C:29]([N:31]([CH2:34][CH3:35])[CH2:32][CH3:33])=[O:30])=[CH:36][CH:37]=1)[C:19]1[CH:20]=[CH:21][CH:22]=[CH:23][CH:24]=1. The yield is 0.730. (3) The reactants are C([O-])=O.[K+].[F:5][C:6]([F:21])([F:20])[C:7]1[CH:8]=[C:9]([C:17](=[O:19])[CH3:18])[CH:10]=[C:11]([C:13]([F:16])([F:15])[F:14])[CH:12]=1. The catalyst is [Ru].CO. The product is [F:5][C:6]([F:20])([F:21])[C:7]1[CH:8]=[C:9]([C@@H:17]([OH:19])[CH3:18])[CH:10]=[C:11]([C:13]([F:14])([F:15])[F:16])[CH:12]=1. The yield is 1.00. (4) The reactants are Br[C:2]1[C:3]2[N:4]([CH:18]=[CH:19][N:20]=2)[CH:5]=[C:6]([C:8]2[CH:13]=[CH:12][C:11]([C:14]([F:17])([F:16])[F:15])=[CH:10][CH:9]=2)[CH:7]=1.[CH:21]1(B(O)O)[CH2:23][CH2:22]1.P([O-])([O-])([O-])=O.[K+].[K+].[K+].C1(C)C=CC=CC=1. The catalyst is C1(P(C2CCCCC2)C2CCCCC2)CCCCC1.O. The product is [CH:21]1([C:2]2[C:3]3[N:4]([CH:18]=[CH:19][N:20]=3)[CH:5]=[C:6]([C:8]3[CH:13]=[CH:12][C:11]([C:14]([F:17])([F:16])[F:15])=[CH:10][CH:9]=3)[CH:7]=2)[CH2:23][CH2:22]1. The yield is 0.670.